Dataset: Reaction yield outcomes from USPTO patents with 853,638 reactions. Task: Predict the reaction yield, written as a fraction of the theoretical maximum amount of product (1.0 means a 100% yield; for example, 0.34 means a 34% yield). (1) The product is [CH2:21]([N:4]1[C:3](=[O:9])[C:2]([Cl:1])=[C:7]([Cl:8])[CH:6]=[N:5]1)[C:22]1[CH:27]=[CH:26][CH:25]=[CH:24][CH:23]=1. The yield is 0.970. The catalyst is O. The reactants are [Cl:1][C:2]1[C:3](=[O:9])[NH:4][N:5]=[CH:6][C:7]=1[Cl:8].CN(C=O)C.C([O-])([O-])=O.[K+].[K+].[CH2:21](Br)[C:22]1[CH:27]=[CH:26][CH:25]=[CH:24][CH:23]=1. (2) The reactants are [CH3:1][C:2]1[N:3]=[C:4]([C:7]2([N:13]([C:17]3[CH:22]=[CH:21][CH:20]=[CH:19][CH:18]=3)[C:14](=[O:16])[CH3:15])[CH2:12][CH2:11][NH:10][CH2:9][CH2:8]2)[S:5][CH:6]=1.[N:23]1([C:28]2[CH:35]=[CH:34][C:31]([CH:32]=O)=[CH:30][CH:29]=2)[CH:27]=[CH:26][N:25]=[CH:24]1.C(O[BH-](OC(=O)C)OC(=O)C)(=O)C.[Na+].C(OCC)(=O)C. The catalyst is C(Cl)(Cl)Cl.C(O)(=O)C. The product is [N:23]1([C:28]2[CH:35]=[CH:34][C:31]([CH2:32][N:10]3[CH2:11][CH2:12][C:7]([N:13]([C:17]4[CH:18]=[CH:19][CH:20]=[CH:21][CH:22]=4)[C:14](=[O:16])[CH3:15])([C:4]4[S:5][CH:6]=[C:2]([CH3:1])[N:3]=4)[CH2:8][CH2:9]3)=[CH:30][CH:29]=2)[CH:27]=[CH:26][N:25]=[CH:24]1. The yield is 0.100. (3) The reactants are [F:1][C:2]([F:9])([F:8])[C:3](OCC)=O.O.[NH2:11][NH2:12].C(S[C:16]([C:24]1[CH:29]=[CH:28][CH:27]=[CH:26][CH:25]=1)=[N:17][C:18]1[CH:23]=[CH:22][CH:21]=[CH:20][CH:19]=1)C. The catalyst is C(O)CCC. The product is [C:24]1([C:16]2[N:17]([C:18]3[CH:23]=[CH:22][CH:21]=[CH:20][CH:19]=3)[C:3]([C:2]([F:1])([F:8])[F:9])=[N:12][N:11]=2)[CH:29]=[CH:28][CH:27]=[CH:26][CH:25]=1. The yield is 0.260. (4) The reactants are C(OC([N:8]1[CH2:12][CH2:11][CH2:10][C@@H:9]1[CH2:13][O:14][C:15]1[CH:20]=[CH:19][C:18]([O:21][C:22]2[CH:27]=[CH:26][C:25]([C:28]([F:31])([F:30])[F:29])=[CH:24][CH:23]=2)=[CH:17][CH:16]=1)=O)(C)(C)C.[ClH:32]. The catalyst is O1CCOCC1. The product is [ClH:32].[F:31][C:28]([F:29])([F:30])[C:25]1[CH:26]=[CH:27][C:22]([O:21][C:18]2[CH:19]=[CH:20][C:15]([O:14][CH2:13][C@H:9]3[CH2:10][CH2:11][CH2:12][NH:8]3)=[CH:16][CH:17]=2)=[CH:23][CH:24]=1. The yield is 0.700. (5) The reactants are [CH2:1]([O:3][CH2:4][CH2:5][O:6][C:7]1[CH:12]=[C:11]([CH3:13])[C:10]([C:14]2[CH:19]=[CH:18][CH:17]=[C:16]([CH2:20][NH:21][C:22]3[N:27]=[CH:26][C:25]([CH2:28][CH2:29][C:30]([OH:32])=[O:31])=[CH:24][CH:23]=3)[CH:15]=2)=[C:9]([CH3:33])[CH:8]=1)[CH3:2].[CH3:34][S:35]([OH:38])(=[O:37])=[O:36]. The catalyst is C(OCC)C.C(OCC)(=O)C. The product is [CH3:34][S:35]([OH:38])(=[O:37])=[O:36].[CH2:1]([O:3][CH2:4][CH2:5][O:6][C:7]1[CH:8]=[C:9]([CH3:33])[C:10]([C:14]2[CH:19]=[CH:18][CH:17]=[C:16]([CH2:20][NH:21][C:22]3[N:27]=[CH:26][C:25]([CH2:28][CH2:29][C:30]([OH:32])=[O:31])=[CH:24][CH:23]=3)[CH:15]=2)=[C:11]([CH3:13])[CH:12]=1)[CH3:2]. The yield is 0.830.